Predict the reaction yield, written as a fraction of the theoretical maximum amount of product (1.0 means a 100% yield; for example, 0.34 means a 34% yield). From a dataset of Reaction yield outcomes from USPTO patents with 853,638 reactions. (1) The reactants are [Cl:1][C:2]1[CH:26]=[C:25]([C:27]([F:30])([F:29])[F:28])[CH:24]=[CH:23][C:3]=1[O:4][C:5]1[CH:10]=[C:9]([O:11][CH2:12][CH2:13][O:14][CH3:15])[CH:8]=[CH:7][C:6]=1/[CH:16]=[CH:17]/[C:18]([O:20]CC)=[O:19].[OH-].[Na+]. The catalyst is O1CCCC1.C(O)C. The product is [Cl:1][C:2]1[CH:26]=[C:25]([C:27]([F:28])([F:30])[F:29])[CH:24]=[CH:23][C:3]=1[O:4][C:5]1[CH:10]=[C:9]([O:11][CH2:12][CH2:13][O:14][CH3:15])[CH:8]=[CH:7][C:6]=1/[CH:16]=[CH:17]/[C:18]([OH:20])=[O:19]. The yield is 0.970. (2) The reactants are O.[F:2][C:3]1[C:8]([F:9])=[CH:7][C:6]([I:10])=[CH:5][C:4]=1[C:11](=[O:18])[CH2:12][C:13]([O:15][CH2:16][CH3:17])=[O:14].[CH2:19]([O:21][CH:22](OCC)OCC)[CH3:20].C(OC(=O)C)(=O)C. The catalyst is C(O)C.C(OCC)(=O)C. The product is [F:2][C:3]1[C:8]([F:9])=[CH:7][C:6]([I:10])=[CH:5][C:4]=1[C:11]([C:12](=[CH:22][O:21][CH2:19][CH3:20])[C:13]([O:15][CH2:16][CH3:17])=[O:14])=[O:18]. The yield is 0.985.